From a dataset of Peptide-MHC class II binding affinity with 134,281 pairs from IEDB. Regression. Given a peptide amino acid sequence and an MHC pseudo amino acid sequence, predict their binding affinity value. This is MHC class II binding data. (1) The peptide sequence is TLWQRPLVTIKIGGQLREAL. The MHC is HLA-DQA10501-DQB10301 with pseudo-sequence HLA-DQA10501-DQB10301. The binding affinity (normalized) is 0.319. (2) The peptide sequence is RPIDDRFGLAL. The MHC is DRB1_0901 with pseudo-sequence DRB1_0901. The binding affinity (normalized) is 0.289. (3) The peptide sequence is EEDIEIIPIQEEEY. The MHC is DRB1_0401 with pseudo-sequence DRB1_0401. The binding affinity (normalized) is 0.0758.